Dataset: Drug-target binding data from BindingDB using IC50 measurements. Task: Regression. Given a target protein amino acid sequence and a drug SMILES string, predict the binding affinity score between them. We predict pIC50 (pIC50 = -log10(IC50 in M); higher means more potent). Dataset: bindingdb_ic50. (1) The compound is CCN(CC)CCOc1ccc(/C(=C(\Cl)c2ccccc2)c2ccccc2)cc1. The target protein (P37058) has sequence MGDVLEQFFILTGLLVCLACLAKCVRFSRCVLLNYWKVLPKSFLRSMGQWAVITGAGDGIGKAYSFELAKRGLNVVLISRTLEKLEAIATEIERTTGRSVKIIQADFTKDDIYEHIKEKLAGLEIGILVNNVGMLPNLLPSHFLNAPDEIQSLIHCNITSVVKMTQLILKHMESRQKGLILNISSGIALFPWPLYSMYSASKAFVCAFSKALQEEYKAKEVIIQVLTPYAVSTAMTKYLNTNVITKTADEFVKESLNYVTIGGETCGCLAHEILAGFLSLIPAWAFYSGAFQRLLLTHYVAYLKLNTKVR. The pIC50 is 4.1. (2) The compound is O=C(CC1CC1)N1CCC(c2nc(-c3cccs3)no2)CC1. The target protein (P9WMC1) has sequence MTTSAASQASLPRGRRTARPSGDDRELAILATAENLLEDRPLADISVDDLAKGAGISRPTFYFYFPSKEAVLLTLLDRVVNQADMALQTLAENPADTDRENMWRTGINVFFETFGSHKAVTRAGQAARATSVEVAELWSTFMQKWIAYTAAVIDAERDRGAAPRTLPAHELATALNLMNERTLFASFAGEQPSVPEARVLDTLVHIWVTSIYGENR. The pIC50 is 6.0. (3) The compound is O=C([C@@H]1CN[C@H](C(=O)N2CCCC2)C1)N1CCN(c2nc(C(F)(F)F)ns2)CC1. The target protein (P14740) has sequence MKTPWKVLLGLLGVAALVTIITVPVVLLNKDEAAADSRRTYTLADYLKNTFRVKSYSLRWVSDSEYLYKQENNILLFNAEHGNSSIFLENSTFEIFGDSISDYSVSPDRLFVLLEYNYVKQWRHSYTASYSIYDLNKRQLITEEKIPNNTQWITWSQEGHKLAYVWKNDIYVKIEPHLPSHRITSTGKENVIFNGINDWVYEEEIFGAYSALWWSPNGTFLAYAQFNDTGVPLIEYSFYSDESLQYPKTVWIPYPKAGAVNPTVKFFIVNTDSLSSTTTTIPMQITAPASVTTGDHYLCDVAWVSEDRISLQWLRRIQNYSVMAICDYDKTTLVWNCPTTQEHIETSATGWCGRFRPAEPHFTSDGSSFYKIVSDKDGYKHICQFQKDRKPEQVCTFITKGAWEVISIEALTSDYLYYISNEYKEMPGGRNLYKIQLTDHTNKKCLSCDLNPERCQYYSVSLSKEAKYYQLGCRGPGLPLYTLHRSTDQKELRVLEDNSA.... The pIC50 is 6.8. (4) The small molecule is CNC(=O)CN1CCC(c2ccc3[nH]c(-c4cc(OC)c5nc(C(F)(F)F)nn5c4)c(C(C)C)c3c2)CC1. The target protein (Q9NR97) has sequence MENMFLQSSMLTCIFLLISGSCELCAEENFSRSYPCDEKKQNDSVIAECSNRRLQEVPQTVGKYVTELDLSDNFITHITNESFQGLQNLTKINLNHNPNVQHQNGNPGIQSNGLNITDGAFLNLKNLRELLLEDNQLPQIPSGLPESLTELSLIQNNIYNITKEGISRLINLKNLYLAWNCYFNKVCEKTNIEDGVFETLTNLELLSLSFNSLSHVPPKLPSSLRKLFLSNTQIKYISEEDFKGLINLTLLDLSGNCPRCFNAPFPCVPCDGGASINIDRFAFQNLTQLRYLNLSSTSLRKINAAWFKNMPHLKVLDLEFNYLVGEIASGAFLTMLPRLEILDLSFNYIKGSYPQHINISRNFSKLLSLRALHLRGYVFQELREDDFQPLMQLPNLSTINLGINFIKQIDFKLFQNFSNLEIIYLSENRISPLVKDTRQSYANSSSFQRHIRKRRSTDFEFDPHSNFYHFTRPLIKPQCAAYGKALDLSLNSIFFIGPNQ.... The pIC50 is 7.1.